This data is from Full USPTO retrosynthesis dataset with 1.9M reactions from patents (1976-2016). The task is: Predict the reactants needed to synthesize the given product. (1) Given the product [C:4]1([C:1](=[O:3])[CH2:2][CH2:11][N:12]([CH3:14])[CH3:13])[CH2:9][CH2:8][CH2:7][CH2:6][CH:5]=1, predict the reactants needed to synthesize it. The reactants are: [C:1]([C:4]1[CH2:9][CH2:8][CH2:7][CH2:6][CH:5]=1)(=[O:3])[CH3:2].Cl.[CH3:11][NH:12][CH3:13].[CH2:14]=O.Cl. (2) Given the product [CH3:16][C:11]1[C:12](=[O:15])[CH2:13][CH2:14][C:10]=1[NH:9][C:5]1[CH:6]=[CH:7][CH:8]=[C:3]([C:1]2[N:19]=[N:18][N:17]([CH2:20][C:21]3[CH:26]=[CH:25][C:24]([CH3:27])=[CH:23][CH:22]=3)[CH:2]=2)[CH:4]=1, predict the reactants needed to synthesize it. The reactants are: [C:1]([C:3]1[CH:4]=[C:5]([NH:9][C:10]2[CH2:14][CH2:13][C:12](=[O:15])[C:11]=2[CH3:16])[CH:6]=[CH:7][CH:8]=1)#[CH:2].[N:17]([CH2:20][C:21]1[CH:26]=[CH:25][C:24]([CH3:27])=[CH:23][CH:22]=1)=[N+:18]=[N-:19].O=C1O[C@H]([C@H](CO)O)C([O-])=C1O.[Na+]. (3) Given the product [Cl:1][C:2]1[CH:7]=[C:6]([Cl:8])[CH:5]=[CH:4][C:3]=1[N:9]1[C:14]2=[N:15][C:16]3[C:17](=[C:18]([C:22]([N:26]([CH2:30][CH3:31])[CH2:36][CH3:37])=[O:24])[CH:19]=[CH:20][CH:21]=3)[N:13]2[CH2:12][CH2:11][CH2:10]1, predict the reactants needed to synthesize it. The reactants are: [Cl:1][C:2]1[CH:7]=[C:6]([Cl:8])[CH:5]=[CH:4][C:3]=1[N:9]1[C:14]2=[N:15][C:16]3[C:17](=[C:18]([C:22]([OH:24])=O)[CH:19]=[CH:20][CH:21]=3)[N:13]2[CH2:12][CH2:11][CH2:10]1.O[N:26]1[C:30]2[CH:31]=CC=CC=2N=N1.Cl.[CH2:36](N=C=NCCCN(C)C)[CH3:37].C(N)C. (4) Given the product [CH3:59][C:55]1[C:54]([CH3:60])=[C:53]([C:50]2[CH:51]=[CH:52][C:47]([CH2:46][C@H:45]([NH:61][C:35]([C@@H:21]3[CH2:20][C:19]4[CH:18]=[C:17]5[O:38][CH2:39][C@H:14]([C:11]6[CH:10]=[CH:9][C:8]([O:1][C:2]7[CH:7]=[CH:6][CH:5]=[CH:4][CH:3]=7)=[CH:13][CH:12]=6)[O:15][C:16]5=[CH:25][C:24]=4[CH2:23][N:22]3[C@H:26]([C:29]3[CH:30]=[CH:31][CH:32]=[CH:33][CH:34]=3)[CH2:27][CH3:28])=[O:36])[C:44]([OH:43])=[O:62])=[CH:48][CH:49]=2)[CH:58]=[CH:57][N:56]=1, predict the reactants needed to synthesize it. The reactants are: [O:1]([C:8]1[CH:13]=[CH:12][C:11]([C@H:14]2[CH2:39][O:38][C:17]3=[CH:18][C:19]4[CH2:20][C@@H:21]([C:35](O)=[O:36])[N:22]([C@H:26]([C:29]5[CH:34]=[CH:33][CH:32]=[CH:31][CH:30]=5)[CH2:27][CH3:28])[CH2:23][C:24]=4[CH:25]=[C:16]3[O:15]2)=[CH:10][CH:9]=1)[C:2]1[CH:7]=[CH:6][CH:5]=[CH:4][CH:3]=1.Cl.Cl.C[O:43][C:44](=[O:62])[C@@H:45]([NH2:61])[CH2:46][C:47]1[CH:52]=[CH:51][C:50]([C:53]2[CH:58]=[CH:57][N:56]=[C:55]([CH3:59])[C:54]=2[CH3:60])=[CH:49][CH:48]=1.C1C=CC2N(O)N=NC=2C=1.CN1CCOCC1. (5) Given the product [Cl:12][C:9]1[CH:10]=[CH:11][C:6]([C:4](=[O:5])[CH2:3][CH2:2][N:22]2[CH2:23][CH2:24][N:19]([C:14]3[CH:15]=[CH:16][CH:17]=[CH:18][N:13]=3)[CH2:20][CH2:21]2)=[CH:7][CH:8]=1, predict the reactants needed to synthesize it. The reactants are: Cl[CH2:2][CH2:3][C:4]([C:6]1[CH:11]=[CH:10][C:9]([Cl:12])=[CH:8][CH:7]=1)=[O:5].[N:13]1[CH:18]=[CH:17][CH:16]=[CH:15][C:14]=1[N:19]1[CH2:24][CH2:23][NH:22][CH2:21][CH2:20]1. (6) Given the product [NH2:18][C:19]1[C:23]2[CH:24]=[C:25]([C:28]3[C:29]([O:34][C:35]4[C:40]([F:41])=[CH:39][C:38]([S:42]([NH:45][C:46]5[S:50][N:49]=[CH:48][N:47]=5)(=[O:44])=[O:43])=[C:37]([F:62])[CH:36]=4)=[N:30][CH:31]=[CH:32][CH:33]=3)[CH:26]=[CH:27][C:22]=2[O:21][N:20]=1, predict the reactants needed to synthesize it. The reactants are: ClC1C=CC(O)=C(C2C=NN3C=CC=NC=23)C=1.[NH2:18][C:19]1[C:23]2[CH:24]=[C:25]([C:28]3[C:29]([O:34][C:35]4[C:40]([F:41])=[CH:39][C:38]([S:42]([N:45](CC5C=CC(OC)=CC=5OC)[C:46]5[S:50][N:49]=[CH:48][N:47]=5)(=[O:44])=[O:43])=[C:37]([F:62])[CH:36]=4)=[N:30][CH:31]=[CH:32][CH:33]=3)[CH:26]=[CH:27][C:22]=2[O:21][N:20]=1. (7) Given the product [CH2:1]([N:5]1[C:13]2[CH:12]=[C:11]3[N:14]=[C:15]([C:17]4[CH:18]=[CH:19][C:20]([O:23][CH3:24])=[CH:21][CH:22]=4)[NH:16][C:10]3=[CH:9][C:8]=2[C:7]([CH3:25])([CH3:26])[CH2:6]1)[CH2:2][CH2:3][CH3:4], predict the reactants needed to synthesize it. The reactants are: [CH2:1]([N:5]1[C:13]2[CH:12]=[C:11]3[N:14]=[C:15]([C:17]4[CH:22]=[CH:21][C:20]([O:23][CH3:24])=[CH:19][CH:18]=4)[NH:16][C:10]3=[CH:9][C:8]=2[C:7]([CH3:26])([CH3:25])[C:6]1=O)[CH2:2][CH2:3][CH3:4].N#N.[H-].[H-].[H-].[H-].[Li+].[Al+3].[OH-].[Na+].